From a dataset of Full USPTO retrosynthesis dataset with 1.9M reactions from patents (1976-2016). Predict the reactants needed to synthesize the given product. Given the product [Br:1][C:2]1[CH:7]=[CH:6][CH:5]=[CH:4][C:3]=1[CH2:8][N:9]1[C:10]([OH:30])=[C:11]([C:26]([NH:35][CH2:31][CH:32]([CH3:34])[CH3:33])=[O:27])[C:12]([OH:25])=[C:13]([C:16]([NH:18][CH2:19][C:20]([OH:22])=[O:21])=[O:17])[C:14]1=[O:15], predict the reactants needed to synthesize it. The reactants are: [Br:1][C:2]1[CH:7]=[CH:6][CH:5]=[CH:4][C:3]=1[CH2:8][N:9]1[C:14](=[O:15])[C:13]([C:16]([NH:18][CH2:19][C:20]([O:22]CC)=[O:21])=[O:17])=[C:12]([OH:25])[C:11]([C:26](OC)=[O:27])=[C:10]1[OH:30].[CH2:31]([NH2:35])[CH:32]([CH3:34])[CH3:33].Cl.